Dataset: Full USPTO retrosynthesis dataset with 1.9M reactions from patents (1976-2016). Task: Predict the reactants needed to synthesize the given product. (1) Given the product [Cl:1][C:2]1[CH:3]=[CH:4][C:5]([O:15][CH2:16][C:17]2[C:22]([F:23])=[CH:21][CH:20]=[CH:19][C:18]=2[F:24])=[C:6]([C:8]2[N:25]([C:26]3[CH:27]=[C:28]([C:32]([Cl:35])=[CH:33][CH:34]=3)[C:29]([OH:31])=[O:30])[C:11]([CH3:12])=[CH:10][CH:9]=2)[CH:7]=1, predict the reactants needed to synthesize it. The reactants are: [Cl:1][C:2]1[CH:3]=[CH:4][C:5]([O:15][CH2:16][C:17]2[C:22]([F:23])=[CH:21][CH:20]=[CH:19][C:18]=2[F:24])=[C:6]([C:8](=O)[CH2:9][CH2:10][C:11](=O)[CH3:12])[CH:7]=1.[NH2:25][C:26]1[CH:27]=[C:28]([C:32]([Cl:35])=[CH:33][CH:34]=1)[C:29]([OH:31])=[O:30].CC1C=CC(S(O)(=O)=O)=CC=1. (2) Given the product [F:15][C:10]1([F:16])[CH:11]([CH2:13][O:14][C:18]2[C:19]([N+:24]([O-:26])=[O:25])=[N:20][CH:21]=[CH:22][CH:23]=2)[CH2:12][N:8]([C:6]([O:5][C:1]([CH3:4])([CH3:2])[CH3:3])=[O:7])[CH2:9]1, predict the reactants needed to synthesize it. The reactants are: [C:1]([O:5][C:6]([N:8]1[CH2:12][CH:11]([CH2:13][OH:14])[C:10]([F:16])([F:15])[CH2:9]1)=[O:7])([CH3:4])([CH3:3])[CH3:2].F[C:18]1[C:19]([N+:24]([O-:26])=[O:25])=[N:20][CH:21]=[CH:22][CH:23]=1. (3) The reactants are: [F:1][C:2]1[CH:7]=[CH:6][CH:5]=[CH:4][C:3]=1[O:8][CH3:9].CN(C)CCN(C)CCN(C)C.C([Li])CCC.C[O:28]B(OC)OC.C(O)(=O)C.OO. Given the product [F:1][C:2]1[C:3]([O:8][CH3:9])=[CH:4][CH:5]=[CH:6][C:7]=1[OH:28], predict the reactants needed to synthesize it. (4) Given the product [Br:1][C:2]1[CH:7]=[CH:6][C:5]([C:8](=[O:12])[CH:9]([CH3:10])[CH3:11])=[C:4]([CH:3]=1)[O:13][CH2:23][CH2:24][NH:25][C:26](=[O:32])[O:27][C:28]([CH3:31])([CH3:30])[CH3:29], predict the reactants needed to synthesize it. The reactants are: [Br:1][C:2]1[CH:7]=[CH:6][C:5]([C:8](=[O:12])[CH:9]([CH3:11])[CH3:10])=[C:4]([OH:13])[CH:3]=1.C([O-])([O-])=O.[K+].[K+].[I-].[K+].Br[CH2:23][CH2:24][NH:25][C:26](=[O:32])[O:27][C:28]([CH3:31])([CH3:30])[CH3:29].